Task: Regression/Classification. Given a drug SMILES string, predict its toxicity properties. Task type varies by dataset: regression for continuous values (e.g., LD50, hERG inhibition percentage) or binary classification for toxic/non-toxic outcomes (e.g., AMES mutagenicity, cardiotoxicity, hepatotoxicity). Dataset: ld50_zhu.. Dataset: Acute oral toxicity (LD50) regression data from Zhu et al. (1) The compound is Cc1cc2[nH]c(C(F)(F)F)nc2cc1Cl. The rat oral LD50 is 3.63, given as -log10 of the dose in mol/kg body weight (higher means more acutely toxic). (2) The drug is CNC(=O)ON=C(SC)c1ccc(Cl)cc1. The rat oral LD50 is 2.59, given as -log10 of the dose in mol/kg body weight (higher means more acutely toxic). (3) The drug is CN(C)c1ccccc1. The rat oral LD50 is 1.93, given as -log10 of the dose in mol/kg body weight (higher means more acutely toxic).